Dataset: Peptide-MHC class II binding affinity with 134,281 pairs from IEDB. Task: Regression. Given a peptide amino acid sequence and an MHC pseudo amino acid sequence, predict their binding affinity value. This is MHC class II binding data. The peptide sequence is EGGVWTFDSEEPLQGPFNFR. The MHC is DRB1_1201 with pseudo-sequence DRB1_1201. The binding affinity (normalized) is 0.